From a dataset of TCR-epitope binding with 47,182 pairs between 192 epitopes and 23,139 TCRs. Binary Classification. Given a T-cell receptor sequence (or CDR3 region) and an epitope sequence, predict whether binding occurs between them. (1) The epitope is RLRAEAQVK. The TCR CDR3 sequence is CASSLEWGGETQYF. Result: 1 (the TCR binds to the epitope). (2) The epitope is QECVRGTTVL. The TCR CDR3 sequence is CASSPNGQGGTYEQYF. Result: 0 (the TCR does not bind to the epitope). (3) The epitope is CTELKLSDY. The TCR CDR3 sequence is CASSPQRGRGQPQHF. Result: 0 (the TCR does not bind to the epitope). (4) The epitope is RLRPGGKKR. The TCR CDR3 sequence is CASSEWNTEAFF. Result: 1 (the TCR binds to the epitope). (5) The epitope is NLSALGIFST. The TCR CDR3 sequence is CASSGGQGPLKELTYEQYF. Result: 0 (the TCR does not bind to the epitope). (6) The epitope is ILHCANFNV. The TCR CDR3 sequence is CASSHGSGELFF. Result: 1 (the TCR binds to the epitope).